Dataset: Aqueous solubility values for 9,982 compounds from the AqSolDB database. Task: Regression/Classification. Given a drug SMILES string, predict its absorption, distribution, metabolism, or excretion properties. Task type varies by dataset: regression for continuous measurements (e.g., permeability, clearance, half-life) or binary classification for categorical outcomes (e.g., BBB penetration, CYP inhibition). For this dataset (solubility_aqsoldb), we predict Y. (1) The drug is Nc1c(S(=O)(=O)[O-])cc(Nc2ccc(S(=O)(=O)CCOS(=O)(=O)[O-])cc2)c2c1C(=O)c1ccccc1C2=O.[Na+].[Na+]. The Y is -0.564 log mol/L. (2) The drug is O=S(=O)(Nc1ncccc1Cl)c1ccccc1. The Y is -3.17 log mol/L.